From a dataset of Catalyst prediction with 721,799 reactions and 888 catalyst types from USPTO. Predict which catalyst facilitates the given reaction. Reactant: [Cl:1][C:2]1[N:11]=[CH:10][C:9]2[C:8](=[O:12])[NH:7][CH:6]=[N:5][C:4]=2[CH:3]=1.[H-].[Na+].[CH3:15][Si:16]([CH3:23])([CH3:22])[CH2:17][CH2:18][O:19][CH2:20]Cl. Product: [Cl:1][C:2]1[N:11]=[CH:10][C:9]2[C:8](=[O:12])[N:7]([CH2:20][O:19][CH2:18][CH2:17][Si:16]([CH3:23])([CH3:22])[CH3:15])[CH:6]=[N:5][C:4]=2[CH:3]=1. The catalyst class is: 9.